Dataset: Reaction yield outcomes from USPTO patents with 853,638 reactions. Task: Predict the reaction yield, written as a fraction of the theoretical maximum amount of product (1.0 means a 100% yield; for example, 0.34 means a 34% yield). (1) The reactants are C(N[C:5]1[CH:10]=[CH:9][C:8](S(N=[N+]=[N-])(=O)=O)=[CH:7][CH:6]=1)(=O)C.[C:17](=[O:20])([O-])[O-:18].[K+].[K+].[CH3:23]OP(CC(=O)C)(=O)OC.[CH3:33][C:34]([C:38]1[CH:47]=CC=C[C:39]=1C(OC)=O)(C)C=O. The catalyst is C(#N)C.CO. The product is [CH3:39][C:38]([C:10]1[CH:9]=[C:8]([CH:7]=[CH:6][CH:5]=1)[C:17]([O:18][CH3:23])=[O:20])([CH3:47])[C:34]#[CH:33]. The yield is 0.610. (2) The reactants are ON1[C:6](=[O:7])[CH2:5][CH2:4][C:3]1=O.CC1C=CC=C[C:15]=1[CH3:16].[O:17]=O.[C:19]([OH:22])(=[O:21])[CH3:20]. No catalyst specified. The product is [C:6]([OH:7])(=[O:17])[C:5]1[C:20](=[CH:15][CH:16]=[CH:3][CH:4]=1)[C:19]([OH:22])=[O:21]. The yield is 0.750. (3) The product is [CH2:26]([O:25][CH2:24][CH2:23][N:22]([CH2:21][CH2:20][O:19][CH2:1][CH2:2][CH2:3][CH2:4][CH2:5][CH2:6][CH2:7][CH2:8]/[CH:9]=[CH:10]\[CH2:11][CH2:12][CH2:13][CH2:14][CH2:15][CH2:16][CH2:17][CH3:18])[CH2:46][CH2:45][C:44]([O:48][CH2:49][CH3:50])=[O:47])[CH2:27][CH2:28][CH2:29][CH2:30][CH2:31][CH2:32][CH2:33]/[CH:34]=[CH:35]\[CH2:36][CH2:37][CH2:38][CH2:39][CH2:40][CH2:41][CH2:42][CH3:43]. The reactants are [CH2:1]([O:19][CH2:20][CH2:21][NH:22][CH2:23][CH2:24][O:25][CH2:26][CH2:27][CH2:28][CH2:29][CH2:30][CH2:31][CH2:32][CH2:33]/[CH:34]=[CH:35]\[CH2:36][CH2:37][CH2:38][CH2:39][CH2:40][CH2:41][CH2:42][CH3:43])[CH2:2][CH2:3][CH2:4][CH2:5][CH2:6][CH2:7][CH2:8]/[CH:9]=[CH:10]\[CH2:11][CH2:12][CH2:13][CH2:14][CH2:15][CH2:16][CH2:17][CH3:18].[C:44]([O:48][CH2:49][CH3:50])(=[O:47])[CH:45]=[CH2:46].[O-]CC.[Na+]. The yield is 0.856. The catalyst is C(O)C. (4) The reactants are [NH:1]1[CH2:5][CH2:4][CH2:3][CH2:2]1.C[C:7]#[C:8][C:9]([O-])=[O:10].Cl. The catalyst is O.CO.C(Cl)Cl. The product is [C:9]([N:1]1[CH2:5][CH2:4][CH2:3][CH2:2]1)(=[O:10])[C:8]#[CH:7]. The yield is 0.980. (5) The reactants are [F:1][C:2]1[CH:3]=[C:4]([CH:11]([CH2:15][CH:16]([CH3:18])[CH3:17])[C:12]([OH:14])=[O:13])[CH:5]=[CH:6][C:7]=1[N+:8]([O-:10])=[O:9].OS(O)(=O)=O.[CH3:24][CH2:25]O. No catalyst specified. The product is [CH2:24]([O:13][C:12](=[O:14])[CH:11]([C:4]1[CH:5]=[CH:6][C:7]([N+:8]([O-:10])=[O:9])=[C:2]([F:1])[CH:3]=1)[CH2:15][CH:16]([CH3:18])[CH3:17])[CH3:25]. The yield is 0.970. (6) The reactants are [O:1]1[C:5]2[CH:6]=[CH:7][C:8]([C:10]([OH:12])=O)=[CH:9][C:4]=2[CH:3]=[CH:2]1.[CH3:13][CH2:14][CH2:15][CH:16]([NH2:20])[CH2:17][CH2:18][CH3:19]. No catalyst specified. The product is [CH3:13][CH2:14][CH2:15][CH:16]([NH:20][C:10]([C:8]1[CH:7]=[CH:6][C:5]2[O:1][CH:2]=[CH:3][C:4]=2[CH:9]=1)=[O:12])[CH2:17][CH2:18][CH3:19]. The yield is 0.410. (7) The reactants are Br[C:2]1[CH:7]=[CH:6][C:5]([C:8](=[C:16]2[CH2:23][CH2:22][CH2:21][CH2:20][CH2:19][CH2:18][CH2:17]2)[C:9]2[CH:14]=[CH:13][C:12]([OH:15])=[CH:11][CH:10]=2)=[CH:4][CH:3]=1.[CH3:24][C:25]1[C:29](B(O)O)=[C:28]([CH3:33])[O:27][N:26]=1.C([O-])([O-])=O.[Na+].[Na+]. The catalyst is Cl[Pd](Cl)([P](C1C=CC=CC=1)(C1C=CC=CC=1)C1C=CC=CC=1)[P](C1C=CC=CC=1)(C1C=CC=CC=1)C1C=CC=CC=1.C1COCC1.O. The product is [C:16]1(=[C:8]([C:5]2[CH:6]=[CH:7][C:2]([C:29]3[C:25]([CH3:24])=[N:26][O:27][C:28]=3[CH3:33])=[CH:3][CH:4]=2)[C:9]2[CH:14]=[CH:13][C:12]([OH:15])=[CH:11][CH:10]=2)[CH2:17][CH2:18][CH2:19][CH2:20][CH2:21][CH2:22][CH2:23]1. The yield is 0.770. (8) The product is [Br:19][CH2:11][C:3]1[CH:4]=[C:5]([N+:8]([O-:10])=[O:9])[CH:6]=[CH:7][C:2]=1[F:1]. The yield is 0.500. The reactants are [F:1][C:2]1[CH:7]=[CH:6][C:5]([N+:8]([O-:10])=[O:9])=[CH:4][C:3]=1[CH3:11].C1C(=O)N([Br:19])C(=O)C1. The catalyst is FC(F)(F)C1C=CC=CC=1.CC(N=NC(C#N)(C)C)(C#N)C.